Dataset: Forward reaction prediction with 1.9M reactions from USPTO patents (1976-2016). Task: Predict the product of the given reaction. (1) Given the reactants [CH2:1]([O:3][C:4]([C:6]1[C:7](=[O:26])[C:8]2[CH:13]=[N:12][C:11](S(C)(=O)=O)=[N:10][C:9]=2[N:18]([CH:20]2[CH2:25][CH2:24][CH2:23][CH2:22][CH2:21]2)[CH:19]=1)=[O:5])[CH3:2].[CH3:27][N:28]1[CH2:33][CH2:32][N:31]([C:34]2[CH:39]=[CH:38][C:37]([NH2:40])=[CH:36][CH:35]=2)[CH2:30][CH2:29]1, predict the reaction product. The product is: [CH2:1]([O:3][C:4]([C:6]1[C:7](=[O:26])[C:8]2[CH:13]=[N:12][C:11]([NH:40][C:37]3[CH:36]=[CH:35][C:34]([N:31]4[CH2:30][CH2:29][N:28]([CH3:27])[CH2:33][CH2:32]4)=[CH:39][CH:38]=3)=[N:10][C:9]=2[N:18]([CH:20]2[CH2:25][CH2:24][CH2:23][CH2:22][CH2:21]2)[CH:19]=1)=[O:5])[CH3:2]. (2) Given the reactants [CH3:1][C:2]([CH3:28])([CH3:27])[C@H:3]([NH:8][C:9]([C:11]1[N:12]=[C:13]([C:21]2[CH:26]=[CH:25][CH:24]=[CH:23][CH:22]=2)[N:14]2[CH2:20][CH2:19][CH2:18][NH:17][CH2:16][C:15]=12)=[O:10])[C:4]([NH:6][CH3:7])=[O:5].C=O.[C:31](O)(=O)C.[Na], predict the reaction product. The product is: [CH3:1][C:2]([CH3:28])([CH3:27])[C@H:3]([NH:8][C:9]([C:11]1[N:12]=[C:13]([C:21]2[CH:22]=[CH:23][CH:24]=[CH:25][CH:26]=2)[N:14]2[CH2:20][CH2:19][CH2:18][N:17]([CH3:31])[CH2:16][C:15]=12)=[O:10])[C:4]([NH:6][CH3:7])=[O:5]. (3) Given the reactants [CH3:1][O:2][C:3](=[O:12])[CH:4]([C:6]1[CH:11]=[CH:10][CH:9]=[CH:8][CH:7]=1)Br.C(N(CC)CC)C.[NH2:20][CH:21]1[CH2:29][C:28]2[C:23](=[CH:24][CH:25]=[CH:26][CH:27]=2)[CH2:22]1, predict the reaction product. The product is: [CH3:1][O:2][C:3](=[O:12])[CH:4]([NH:20][CH:21]1[CH2:29][C:28]2[C:23](=[CH:24][CH:25]=[CH:26][CH:27]=2)[CH2:22]1)[C:6]1[CH:11]=[CH:10][CH:9]=[CH:8][CH:7]=1. (4) Given the reactants [Cl:1][C:2]1[CH:3]=[CH:4][CH:5]=[C:6]2[C:10]=1[NH:9][CH:8]=[C:7]2[CH:11]1[CH2:16][CH2:15][N:14]([CH2:17][CH2:18][C:19]2[CH:24]=[C:23]([NH2:25])[CH:22]=[CH:21][C:20]=2[CH3:26])[CH2:13][CH2:12]1.[CH3:27][O:28][C:29]1[CH:34]=[CH:33][C:32]([CH2:35][C:36](Cl)=[O:37])=[CH:31][CH:30]=1, predict the reaction product. The product is: [CH3:27][O:28][C:29]1[CH:34]=[CH:33][C:32]([CH2:35][C:36]([NH:25][C:23]2[CH:22]=[CH:21][C:20]([CH3:26])=[C:19]([CH2:18][CH2:17][N:14]3[CH2:13][CH2:12][CH:11]([C:7]4[C:6]5[C:10](=[C:2]([Cl:1])[CH:3]=[CH:4][CH:5]=5)[NH:9][CH:8]=4)[CH2:16][CH2:15]3)[CH:24]=2)=[O:37])=[CH:31][CH:30]=1. (5) Given the reactants [Cl:1][C:2]1[CH:10]=[CH:9][C:5]([C:6]([OH:8])=O)=[C:4]([C:11]([F:14])([F:13])[F:12])[CH:3]=1.C(Cl)(=O)C(Cl)=O.CN(C)C=O.[CH2:26]([NH:28][CH2:29][CH3:30])[CH3:27], predict the reaction product. The product is: [Cl:1][C:2]1[CH:10]=[CH:9][C:5]([C:6]([N:28]([CH2:29][CH3:30])[CH2:26][CH3:27])=[O:8])=[C:4]([C:11]([F:14])([F:13])[F:12])[CH:3]=1.